This data is from Full USPTO retrosynthesis dataset with 1.9M reactions from patents (1976-2016). The task is: Predict the reactants needed to synthesize the given product. (1) Given the product [F:1][C:2]1[CH:7]=[C:6]([F:8])[CH:5]=[CH:4][C:3]=1[CH2:9][CH2:10][C:11]([N:25]1[C@H:24]([CH3:23])[C@H:28]([C:29]2[CH:34]=[CH:33][CH:32]=[CH:31][CH:30]=2)[O:27][C:26]1=[O:35])=[O:13], predict the reactants needed to synthesize it. The reactants are: [F:1][C:2]1[CH:7]=[C:6]([F:8])[CH:5]=[CH:4][C:3]=1[CH2:9][CH2:10][C:11]([OH:13])=O.CC(C)(C)C(Cl)=O.[Li+].[Cl-].[CH3:23][C@H:24]1[C@@H:28]([C:29]2[CH:34]=[CH:33][CH:32]=[CH:31][CH:30]=2)[O:27][C:26](=[O:35])[NH:25]1. (2) Given the product [CH3:33][O:32][C:16]1[C:17]([O:21][Si:22]([CH:23]([CH3:25])[CH3:24])([CH:29]([CH3:31])[CH3:30])[CH:26]([CH3:28])[CH3:27])=[CH:18][CH:19]=[CH:20][C:15]=1[C:14]([CH:11]1[CH2:10][CH2:9][NH:8][CH2:13][CH2:12]1)=[O:34], predict the reactants needed to synthesize it. The reactants are: C(OC([N:8]1[CH2:13][CH2:12][CH:11]([C:14](=[O:34])[C:15]2[CH:20]=[CH:19][CH:18]=[C:17]([O:21][Si:22]([CH:29]([CH3:31])[CH3:30])([CH:26]([CH3:28])[CH3:27])[CH:23]([CH3:25])[CH3:24])[C:16]=2[O:32][CH3:33])[CH2:10][CH2:9]1)=O)(C)(C)C.C([O-])(O)=O.[Na+]. (3) The reactants are: Br[C:2]1[N:6]([CH3:7])[N:5]=[CH:4][C:3]=1[C:8]1[N:9]=[C:10]([CH3:19])[N:11]2[C:16]=1[C:15]([NH:17][CH3:18])=[N:14][CH:13]=[N:12]2.[F:20][C:21]([F:32])([F:31])[C:22]1[CH:27]=[CH:26][C:25](B(O)O)=[CH:24][CH:23]=1.P([O-])([O-])([O-])=O.[K+].[K+].[K+]. Given the product [CH3:18][NH:17][C:15]1[C:16]2=[C:8]([C:3]3[CH:4]=[N:5][N:6]([CH3:7])[C:2]=3[C:25]3[CH:26]=[CH:27][C:22]([C:21]([F:32])([F:31])[F:20])=[CH:23][CH:24]=3)[N:9]=[C:10]([CH3:19])[N:11]2[N:12]=[CH:13][N:14]=1, predict the reactants needed to synthesize it.